From a dataset of CYP1A2 inhibition data for predicting drug metabolism from PubChem BioAssay. Regression/Classification. Given a drug SMILES string, predict its absorption, distribution, metabolism, or excretion properties. Task type varies by dataset: regression for continuous measurements (e.g., permeability, clearance, half-life) or binary classification for categorical outcomes (e.g., BBB penetration, CYP inhibition). Dataset: cyp1a2_veith. (1) The drug is C[C@@H]1O[C@H]2C3=C(C(=O)[C@H]4O[C@@H]4[C@H]3O)[C@@H]1[C@H]1[C@H](C)OC=C3[C@H](O)[C@H]4O[C@H]4/C(=N\OCc4ccccc4)[C@@]321. The result is 0 (non-inhibitor). (2) The drug is NC1CCCCC1.NP(=O)(O)N(CCCl)CCCl. The result is 0 (non-inhibitor). (3) The molecule is O=C(O)C1CCNCC1. The result is 0 (non-inhibitor). (4) The molecule is Cc1cc(C)cc(N(C(=O)c2ccccn2)C(C(=O)NC2CCCCC2)c2cccs2)c1. The result is 0 (non-inhibitor). (5) The molecule is CCn1c(=O)c2[nH]c(-c3ccccc3)nc2n(CC)c1=O. The result is 1 (inhibitor).